This data is from Reaction yield outcomes from USPTO patents with 853,638 reactions. The task is: Predict the reaction yield, written as a fraction of the theoretical maximum amount of product (1.0 means a 100% yield; for example, 0.34 means a 34% yield). (1) The catalyst is C(Cl)Cl. The yield is 1.00. The product is [CH3:26][S:27]([O:18][CH2:17][C:12]1[C:11]([O:10][CH2:9][CH2:8][O:7][CH:2]2[CH2:3][CH2:4][CH2:5][CH2:6][O:1]2)=[CH:16][CH:15]=[CH:14][N:13]=1)(=[O:29])=[O:28]. The reactants are [O:1]1[CH2:6][CH2:5][CH2:4][CH2:3][CH:2]1[O:7][CH2:8][CH2:9][O:10][C:11]1[C:12]([CH2:17][OH:18])=[N:13][CH:14]=[CH:15][CH:16]=1.C(N(CC)CC)C.[CH3:26][S:27](O[S:27]([CH3:26])(=[O:29])=[O:28])(=[O:29])=[O:28].O. (2) The reactants are [F-:1].C([N+:6]([CH2:15][CH2:16][CH2:17]C)([CH2:11][CH2:12][CH2:13][CH3:14])CCCC)CCC.CCOC(C)=O. The catalyst is C1COCC1. The product is [C:13]([C:12]1[CH:17]=[CH:16][C:15]([F:1])=[N:6][CH:11]=1)#[CH:14]. The yield is 0.820. (3) The reactants are [CH3:1][C:2]1([N:12]2[CH2:17][CH2:16][O:15][CH2:14][CH2:13]2)[CH2:11][CH2:10][C:5]2(OCC[O:6]2)[CH2:4][CH2:3]1.C(O)(=O)C.Cl.[OH-].[Na+]. The catalyst is O. The product is [CH3:1][C:2]1([N:12]2[CH2:17][CH2:16][O:15][CH2:14][CH2:13]2)[CH2:11][CH2:10][C:5](=[O:6])[CH2:4][CH2:3]1. The yield is 0.810. (4) The product is [C:8]([C:10]1[CH:11]=[C:12]([CH:31]2[O:36][CH2:35][CH2:34][NH:33][CH2:32]2)[CH:13]=[CH:14][C:15]=1[NH:16][C:17]([C:19]1[CH:23]=[CH:22][N:21]([C:24]2[CH:25]=[CH:26][C:27]([F:30])=[CH:28][CH:29]=2)[N:20]=1)=[O:18])#[N:9]. The yield is 0.610. The reactants are FC(F)(F)C(O)=O.[C:8]([C:10]1[CH:11]=[C:12]([CH:31]2[O:36][CH2:35][CH2:34][N:33](C(OC(C)(C)C)=O)[CH2:32]2)[CH:13]=[CH:14][C:15]=1[NH:16][C:17]([C:19]1[CH:23]=[CH:22][N:21]([C:24]2[CH:29]=[CH:28][C:27]([F:30])=[CH:26][CH:25]=2)[N:20]=1)=[O:18])#[N:9].[OH-].[Na+]. The catalyst is O.C(#N)C. (5) The reactants are [CH3:1][O:2][C:3]1[CH:4]=[C:5]2[C:10](=[CH:11][C:12]=1[O:13][CH3:14])[N:9]=[CH:8][CH:7]=[C:6]2[O:15][C:16]1[C:17]([CH:23]([C:25]2[CH:30]=[CH:29][CH:28]=[C:27]([CH3:31])[N:26]=2)[OH:24])=[N:18][C:19]([CH3:22])=[CH:20][CH:21]=1.ClCCl. The catalyst is CO.[O-2].[O-2].[Mn+4]. The product is [CH3:1][O:2][C:3]1[CH:4]=[C:5]2[C:10](=[CH:11][C:12]=1[O:13][CH3:14])[N:9]=[CH:8][CH:7]=[C:6]2[O:15][C:16]1[C:17]([C:23]([C:25]2[CH:30]=[CH:29][CH:28]=[C:27]([CH3:31])[N:26]=2)=[O:24])=[N:18][C:19]([CH3:22])=[CH:20][CH:21]=1. The yield is 0.280. (6) The reactants are Cl.[O:2]=[C:3]1[NH:9][C:8]2[N:10]=[CH:11][C:12]([CH:14]=[CH:15][C:16]([OH:18])=O)=[CH:13][C:7]=2[CH2:6][NH:5][CH2:4]1.[Cl:19][C:20]1[C:24]2[CH:25]=[CH:26][CH:27]=[CH:28][C:23]=2[O:22][C:21]=1[CH2:29][NH:30][CH3:31]. No catalyst specified. The product is [ClH:19].[Cl:19][C:20]1[C:24]2[CH:25]=[CH:26][CH:27]=[CH:28][C:23]=2[O:22][C:21]=1[CH2:29][N:30]([CH3:31])[C:16](=[O:18])/[CH:15]=[CH:14]/[C:12]1[CH:11]=[N:10][C:8]2[NH:9][C:3](=[O:2])[CH2:4][NH:5][CH2:6][C:7]=2[CH:13]=1. The yield is 0.190. (7) The product is [Br:15][C:5]1[S:1][C:2]([C:6]([OH:9])([CH3:8])[CH3:7])=[N:3][CH:4]=1. The reactants are [S:1]1[CH:5]=[CH:4][N:3]=[C:2]1[C:6]([OH:9])([CH3:8])[CH3:7].C([O-])(O)=O.[Na+].[Br:15]Br.CO. The catalyst is C(Cl)(Cl)Cl.[O-]S([O-])(=S)=O.[Na+].[Na+]. The yield is 0.670.